The task is: Predict the reactants needed to synthesize the given product.. This data is from Full USPTO retrosynthesis dataset with 1.9M reactions from patents (1976-2016). (1) Given the product [NH2:20][CH:21]1[CH2:26][CH2:25][N:24]([C:2]2[CH:7]=[N:6][CH:5]=[CH:4][N:3]=2)[CH2:23][CH2:22]1, predict the reactants needed to synthesize it. The reactants are: Cl[C:2]1[CH:7]=[N:6][CH:5]=[CH:4][N:3]=1.C(=O)([O-])[O-].[K+].[K+].C(C([NH:20][CH:21]1[CH2:26][CH2:25][NH:24][CH2:23][CH2:22]1)=O)(C)(C)C.C(Cl)(Cl)Cl. (2) Given the product [O:1]1[C:6]2[CH:7]=[CH:8][C:9]([CH2:11][OH:12])=[CH:10][C:5]=2[O:4][CH2:3][CH2:2]1, predict the reactants needed to synthesize it. The reactants are: [O:1]1[C:6]2[CH:7]=[CH:8][C:9]([CH:11]=[O:12])=[CH:10][C:5]=2[O:4][CH2:3][CH2:2]1.[BH4-].[Na+]. (3) Given the product [Cl:17][C:15]1[CH:14]=[CH:13][C:8]([C:9]([O:11][CH3:12])=[O:10])=[C:7]2[C:16]=1[C:2](=[O:3])[CH2:4][CH2:5][S:6]2, predict the reactants needed to synthesize it. The reactants are: O[C:2]([CH2:4][CH2:5][S:6][C:7]1[CH:16]=[C:15]([Cl:17])[CH:14]=[CH:13][C:8]=1[C:9]([O:11][CH3:12])=[O:10])=[O:3]. (4) The reactants are: [CH2:1]([O:8][C:9]1[CH:10]=[C:11]([CH2:17][CH2:18][NH:19][C:20](=O)/[CH:21]=[CH:22]/[C:23]2[CH:28]=[CH:27][N:26]=[CH:25][CH:24]=2)[CH:12]=[CH:13][C:14]=1[O:15][CH3:16])[C:2]1[CH:7]=[CH:6][CH:5]=[CH:4][CH:3]=1.O=P(Cl)(Cl)Cl.[BH4-].[Na+]. Given the product [CH2:1]([O:8][C:9]1[CH:10]=[C:11]2[C:12](=[CH:13][C:14]=1[O:15][CH3:16])[CH:20](/[CH:21]=[CH:22]/[C:23]1[CH:28]=[CH:27][N:26]=[CH:25][CH:24]=1)[NH:19][CH2:18][CH2:17]2)[C:2]1[CH:7]=[CH:6][CH:5]=[CH:4][CH:3]=1, predict the reactants needed to synthesize it. (5) Given the product [CH3:1][O:2][C:3](=[O:21])[C:4]([CH3:19])([CH3:20])[CH2:5][CH:6]1[CH2:11][CH2:10][NH:9][CH2:8][CH2:7]1, predict the reactants needed to synthesize it. The reactants are: [CH3:1][O:2][C:3](=[O:21])[C:4]([CH3:20])([CH3:19])[CH2:5][CH:6]1[CH2:11][CH2:10][N:9](C(OC(C)(C)C)=O)[CH2:8][CH2:7]1.FC(F)(F)C(O)=O. (6) Given the product [CH3:1][O:2][CH2:3][O:4][C:5]1[C:6]([C:18]2[CH:23]=[CH:22][CH:21]=[CH:20][CH:19]=2)=[N:7][C:8]([O:11][C:12]2[CH:17]=[CH:16][CH:15]=[CH:14][CH:13]=2)=[CH:9][C:10]=1[CH:41]=[O:42], predict the reactants needed to synthesize it. The reactants are: [CH3:1][O:2][CH2:3][O:4][C:5]1[C:6]([C:18]2[CH:23]=[CH:22][CH:21]=[CH:20][CH:19]=2)=[N:7][C:8]([O:11][C:12]2[CH:17]=[CH:16][CH:15]=[CH:14][CH:13]=2)=[CH:9][CH:10]=1.CN(CCN(C)C)C.[Li]CCCC.[Cl-].[NH4+].C1C[O:42][CH2:41]C1. (7) Given the product [C:13]([O:12][C:10]([N:5]1[CH2:6][C@@H:7]([F:39])[CH2:8][C@H:4]1[C:3]([OH:2])=[O:17])=[O:11])([CH3:16])([CH3:15])[CH3:14], predict the reactants needed to synthesize it. The reactants are: C[O:2][C:3](=[O:17])[C@@H:4]1[CH2:8][C@@H:7](O)[CH2:6][N:5]1[C:10]([O:12][C:13]([CH3:16])([CH3:15])[CH3:14])=[O:11].CNCCCCOC1C(CC2C=CC(O)=CC=2)=CC=CC=1.[F:39]C1(F)N(C)CCN1C.[OH-].[K+]. (8) Given the product [NH:21]=[C:20]1[NH:19][C:17](=[O:18])[C:16](=[CH:15][C:6]2[CH:7]=[CH:8][C:3]([C:23]([OH:25])=[O:24])=[CH:4][CH:5]=2)[S:22]1, predict the reactants needed to synthesize it. The reactants are: CO[C:3]1[CH:4]=[CH:5][C:6](/[CH:15]=[C:16]2/[C:17]([NH:19][C:20]([S:22]/2)=[NH:21])=[O:18])=[CH:7][C:8]=1OC1CCCC1.[C:23](C1C=CC(C=O)=CC=1)([OH:25])=[O:24]. (9) The reactants are: [CH:1]([C:3]1[CH:4]=[C:5]2[C:9](=[CH:10][CH:11]=1)[NH:8][C:7]([C:12]([NH2:14])=[O:13])=[C:6]2[S:15][C:16]1[CH:21]=[CH:20][CH:19]=[CH:18][CH:17]=1)=O.[NH2:22][CH:23]([CH3:27])[C:24]([NH2:26])=[O:25]. Given the product [C:24]([CH:23]([NH:22][CH2:1][C:3]1[CH:4]=[C:5]2[C:9](=[CH:10][CH:11]=1)[NH:8][C:7]([C:12]([NH2:14])=[O:13])=[C:6]2[S:15][C:16]1[CH:21]=[CH:20][CH:19]=[CH:18][CH:17]=1)[CH3:27])(=[O:25])[NH2:26], predict the reactants needed to synthesize it. (10) Given the product [CH2:22]([C:19]1[N:18]=[C:17]([CH:16]=[CH:15][C:9]2[CH:8]=[C:7]([OH:6])[C:12]([OH:13])=[CH:11][CH:10]=2)[O:21][N:20]=1)[CH2:23][CH2:24][CH2:25][CH2:26][CH2:27][CH3:28], predict the reactants needed to synthesize it. The reactants are: B(Br)(Br)Br.C[O:6][C:7]1[CH:8]=[C:9]([CH:15]=[CH:16][C:17]2[O:21][N:20]=[C:19]([CH2:22][CH2:23][CH2:24][CH2:25][CH2:26][CH2:27][CH3:28])[N:18]=2)[CH:10]=[CH:11][C:12]=1[O:13]C.